This data is from Reaction yield outcomes from USPTO patents with 853,638 reactions. The task is: Predict the reaction yield, written as a fraction of the theoretical maximum amount of product (1.0 means a 100% yield; for example, 0.34 means a 34% yield). The reactants are [O:1]=[C:2]1[CH2:7][S:6][C:5]2[CH:8]=[CH:9][C:10]([CH:12]=[O:13])=[N:11][C:4]=2[NH:3]1.[OH:14]OS([O-])=O.[K+]. The catalyst is CN(C=O)C. The product is [O:1]=[C:2]1[CH2:7][S:6][C:5]2[CH:8]=[CH:9][C:10]([C:12]([OH:14])=[O:13])=[N:11][C:4]=2[NH:3]1. The yield is 0.770.